From a dataset of Forward reaction prediction with 1.9M reactions from USPTO patents (1976-2016). Predict the product of the given reaction. (1) Given the reactants C[N:2](C)/[CH:3]=[CH:4]/[C:5]([C:7]1[C:12](=[O:13])[CH:11]=[CH:10][N:9]([C:14]2[CH:19]=[CH:18][CH:17]=[C:16]([S:20]([CH3:23])(=[O:22])=[O:21])[CH:15]=2)[N:8]=1)=O.[NH:25]([C:27]1[CH:35]=[CH:34][C:30]([C:31]([OH:33])=[O:32])=[CH:29][CH:28]=1)N, predict the reaction product. The product is: [CH3:23][S:20]([C:16]1[CH:15]=[C:14]([N:9]2[CH:10]=[CH:11][C:12](=[O:13])[C:7]([C:5]3[N:25]([C:27]4[CH:35]=[CH:34][C:30]([C:31]([OH:33])=[O:32])=[CH:29][CH:28]=4)[N:2]=[CH:3][CH:4]=3)=[N:8]2)[CH:19]=[CH:18][CH:17]=1)(=[O:22])=[O:21]. (2) Given the reactants [CH3:1][CH:2]1[CH2:4][CH:3]1[C:5]1[O:17][C:8]2=[N:9][C:10]([C:13]([O:15]C)=[O:14])=[CH:11][CH:12]=[C:7]2[CH:6]=1.CO.[OH-].[Na+].Cl, predict the reaction product. The product is: [CH3:1][CH:2]1[CH2:4][CH:3]1[C:5]1[O:17][C:8]2=[N:9][C:10]([C:13]([OH:15])=[O:14])=[CH:11][CH:12]=[C:7]2[CH:6]=1. (3) Given the reactants [NH:1]([C:3]1[CH:4]=[CH:5][C:6]2[C:14]3[CH:9]([CH:10]([CH3:15])[CH:11]=[CH:12][CH:13]=3)[NH:8][C:7]=2[N:16]=1)[NH2:2].[C:17]([C:20]1[CH:21]=[N:22][CH:23]=[CH:24][CH:25]=1)(=O)[CH3:18], predict the reaction product. The product is: [CH3:15][CH:10]1[CH:9]2[C:14]([C:6]3[CH:5]=[CH:4][C:3]([NH:1]/[N:2]=[C:17](\[C:20]4[CH:21]=[N:22][CH:23]=[CH:24][CH:25]=4)/[CH3:18])=[N:16][C:7]=3[NH:8]2)=[CH:13][CH:12]=[CH:11]1. (4) Given the reactants Cl[C:2]1[C:7]([NH2:8])=[CH:6][CH:5]=[C:4]([Cl:9])[N:3]=1.C(O[C:13](=[S:15])[S-:14])C.[K+].CN1C(=O)CCC1.O, predict the reaction product. The product is: [Cl:9][C:4]1[N:3]=[C:2]2[S:14][C:13]([SH:15])=[N:8][C:7]2=[CH:6][CH:5]=1. (5) Given the reactants [C:1]([C:3]1[CH:8]=[CH:7][C:6]([N:9]([CH2:14][C:15]([F:18])([F:17])[F:16])[CH2:10][C:11](O)=[O:12])=[CH:5][C:4]=1[C:19]([F:22])([F:21])[F:20])#[N:2].[F:23][C:24]1[CH:30]=[CH:29][C:27]([NH2:28])=[CH:26][CH:25]=1, predict the reaction product. The product is: [C:1]([C:3]1[CH:8]=[CH:7][C:6]([N:9]([CH2:14][C:15]([F:16])([F:17])[F:18])[CH2:10][C:11]([NH:28][C:27]2[CH:29]=[CH:30][C:24]([F:23])=[CH:25][CH:26]=2)=[O:12])=[CH:5][C:4]=1[C:19]([F:20])([F:22])[F:21])#[N:2]. (6) Given the reactants [NH2:1][C:2]1[C:3]2[N:4]([C:8]([CH:25]3[CH2:30][CH2:29][CH:28]([C:31](N)=[O:32])[CH2:27][CH2:26]3)=[N:9][C:10]=2[C:11]2[CH:16]=[CH:15][CH:14]=[C:13]([O:17][CH2:18][C:19]3[CH:24]=[CH:23][CH:22]=[CH:21][CH:20]=3)[CH:12]=2)[CH:5]=[CH:6][N:7]=1.C(OC1C=C(C2N=C(C3CCC(CO)CC3)N3C=CN=C(Cl)C=23)C=CC=1)C1C=CC=CC=1, predict the reaction product. The product is: [NH2:1][C:2]1[C:3]2[N:4]([C:8]([C@H:25]3[CH2:30][CH2:29][C@H:28]([CH2:31][OH:32])[CH2:27][CH2:26]3)=[N:9][C:10]=2[C:11]2[CH:16]=[CH:15][CH:14]=[C:13]([O:17][CH2:18][C:19]3[CH:20]=[CH:21][CH:22]=[CH:23][CH:24]=3)[CH:12]=2)[CH:5]=[CH:6][N:7]=1.